From a dataset of NCI-60 drug combinations with 297,098 pairs across 59 cell lines. Regression. Given two drug SMILES strings and cell line genomic features, predict the synergy score measuring deviation from expected non-interaction effect. (1) Drug 1: CN(C)N=NC1=C(NC=N1)C(=O)N. Drug 2: CN(C)C1=NC(=NC(=N1)N(C)C)N(C)C. Cell line: IGROV1. Synergy scores: CSS=8.57, Synergy_ZIP=-1.71, Synergy_Bliss=1.70, Synergy_Loewe=-6.65, Synergy_HSA=2.19. (2) Drug 1: C1=CC(=C2C(=C1NCCNCCO)C(=O)C3=C(C=CC(=C3C2=O)O)O)NCCNCCO. Drug 2: CCC1(CC2CC(C3=C(CCN(C2)C1)C4=CC=CC=C4N3)(C5=C(C=C6C(=C5)C78CCN9C7C(C=CC9)(C(C(C8N6C=O)(C(=O)OC)O)OC(=O)C)CC)OC)C(=O)OC)O.OS(=O)(=O)O. Cell line: M14. Synergy scores: CSS=46.3, Synergy_ZIP=3.87, Synergy_Bliss=4.51, Synergy_Loewe=2.67, Synergy_HSA=3.94. (3) Drug 1: C1=NC(=NC(=O)N1C2C(C(C(O2)CO)O)O)N. Drug 2: C1=NNC2=C1C(=O)NC=N2. Cell line: COLO 205. Synergy scores: CSS=27.9, Synergy_ZIP=-1.96, Synergy_Bliss=-3.62, Synergy_Loewe=-33.3, Synergy_HSA=-3.56. (4) Drug 1: C1=CN(C(=O)N=C1N)C2C(C(C(O2)CO)O)O.Cl. Drug 2: CC(C)CN1C=NC2=C1C3=CC=CC=C3N=C2N. Cell line: SR. Synergy scores: CSS=37.9, Synergy_ZIP=0.0557, Synergy_Bliss=0.637, Synergy_Loewe=-7.99, Synergy_HSA=-0.212. (5) Drug 1: C1CC(CCC1OC2=C(C(=CC=C2)Cl)F)(CC3=NC(=CC=C3)NC4=NC=CS4)C(=O)O. Drug 2: C1CC(C1)(C2=CC=C(C=C2)C3=C(C=C4C(=N3)C=CN5C4=NNC5=O)C6=CC=CC=C6)N. Cell line: HT29. Synergy scores: CSS=42.2, Synergy_ZIP=3.31, Synergy_Bliss=6.46, Synergy_Loewe=5.13, Synergy_HSA=9.69. (6) Drug 1: CC(CN1CC(=O)NC(=O)C1)N2CC(=O)NC(=O)C2. Drug 2: CC1=C(C=C(C=C1)NC(=O)C2=CC=C(C=C2)CN3CCN(CC3)C)NC4=NC=CC(=N4)C5=CN=CC=C5. Cell line: LOX IMVI. Synergy scores: CSS=32.4, Synergy_ZIP=-5.27, Synergy_Bliss=3.45, Synergy_Loewe=2.07, Synergy_HSA=2.11. (7) Drug 1: C1=NC2=C(N1)C(=S)N=C(N2)N. Drug 2: CC1=C(C=C(C=C1)NC(=O)C2=CC=C(C=C2)CN3CCN(CC3)C)NC4=NC=CC(=N4)C5=CN=CC=C5. Cell line: IGROV1. Synergy scores: CSS=24.7, Synergy_ZIP=0.676, Synergy_Bliss=0.692, Synergy_Loewe=-7.54, Synergy_HSA=-0.360.